The task is: Predict the product of the given reaction.. This data is from Forward reaction prediction with 1.9M reactions from USPTO patents (1976-2016). (1) Given the reactants CN1C2C3C(=CN(C(C)C)C=3C=C(C(O)=O)C=2)CCS1(=O)=O.[CH2:23]([N:27]1[C:35]2[CH:34]=[C:33]([C:36]([OH:38])=[O:37])[CH:32]=[C:31]3[N:39]([CH3:45])[S:40](=[O:44])(=[O:43])[CH:41]=[CH:42][C:29]([C:30]=23)=[CH:28]1)[CH2:24][CH2:25][CH3:26], predict the reaction product. The product is: [CH2:23]([N:27]1[C:35]2[CH:34]=[C:33]([C:36]([OH:38])=[O:37])[CH:32]=[C:31]3[N:39]([CH3:45])[S:40](=[O:43])(=[O:44])[CH2:41][CH2:42][C:29]([C:30]=23)=[CH:28]1)[CH2:24][CH2:25][CH3:26]. (2) Given the reactants [C:1]1([C:18]2[CH:23]=[CH:22][CH:21]=[CH:20][CH:19]=2)[CH:6]=[CH:5][C:4]([C@@:7]2([O:16][CH3:17])[CH2:11][NH:10][C@H:9]([C:12]([O:14][CH3:15])=[O:13])[CH2:8]2)=[CH:3][CH:2]=1.[C:24]([O:28][C:29]([NH:31][C@@H:32]([CH2:36][N:37]([CH2:50][CH2:51][CH2:52][CH:53]=[CH2:54])[S:38]([C:41]1[CH:46]=[CH:45][CH:44]=[CH:43][C:42]=1[N+:47]([O-:49])=[O:48])(=[O:40])=[O:39])[C:33](O)=[O:34])=[O:30])([CH3:27])([CH3:26])[CH3:25].CCN(C(C)C)C(C)C.CN(C(ON1N=NC2C=CC=NC1=2)=[N+](C)C)C.F[P-](F)(F)(F)(F)F, predict the reaction product. The product is: [C:1]1([C:18]2[CH:23]=[CH:22][CH:21]=[CH:20][CH:19]=2)[CH:2]=[CH:3][C:4]([C@@:7]2([O:16][CH3:17])[CH2:11][N:10]([C:33](=[O:34])[C@@H:32]([NH:31][C:29]([O:28][C:24]([CH3:27])([CH3:26])[CH3:25])=[O:30])[CH2:36][N:37]([CH2:50][CH2:51][CH2:52][CH:53]=[CH2:54])[S:38]([C:41]3[CH:46]=[CH:45][CH:44]=[CH:43][C:42]=3[N+:47]([O-:49])=[O:48])(=[O:40])=[O:39])[C@H:9]([C:12]([O:14][CH3:15])=[O:13])[CH2:8]2)=[CH:5][CH:6]=1. (3) The product is: [CH2:1]([C:8]1[O:12][C:11]([NH:13][C:14]2[CH:15]=[CH:16][CH:17]=[C:18]3[C:23]=2[CH2:22][CH:21]([OH:24])[CH2:20][CH2:19]3)=[N:10][CH:9]=1)[C:2]1[CH:3]=[CH:4][CH:5]=[CH:6][CH:7]=1. Given the reactants [CH2:1]([C:8]1[O:12][C:11]([NH:13][C:14]2[CH:15]=[CH:16][CH:17]=[C:18]3[C:23]=2[CH2:22][C:21](=[O:24])[CH2:20][CH2:19]3)=[N:10][CH:9]=1)[C:2]1[CH:7]=[CH:6][CH:5]=[CH:4][CH:3]=1.C1(C2OC(NC3C=CC=C4C=3CC(O)CC4)=NC=2)C=CC=CC=1, predict the reaction product. (4) Given the reactants [CH:1]([NH:4][C:5]1[O:6][CH:7]=[C:8]([C:10]([OH:12])=O)[N:9]=1)([CH3:3])[CH3:2].C1N=CN(C(N2C=NC=C2)=O)C=1.[NH2:25][C:26]1[C:31]([Cl:32])=[C:30]([O:33][CH3:34])[CH:29]=[CH:28][C:27]=1[C:35](=[O:37])[CH3:36].CS(O)(=O)=O.C([O-])([O-])=O.[K+].[K+], predict the reaction product. The product is: [C:35]([C:27]1[C:26]([NH:25][C:10]([C:8]2[N:9]=[C:5]([NH:4][CH:1]([CH3:2])[CH3:3])[O:6][CH:7]=2)=[O:12])=[C:31]([Cl:32])[C:30]([O:33][CH3:34])=[CH:29][CH:28]=1)(=[O:37])[CH3:36]. (5) Given the reactants Cl.[NH2:2][C@H:3]1[CH2:10][CH2:9][CH2:8][NH:7][C:5](=[O:6])[CH2:4]1.C([O-])([O-])=O.[Na+].[Na+].[Br:17][CH2:18][CH2:19][CH2:20][CH2:21][CH2:22][CH2:23][CH2:24][CH2:25][CH2:26][CH2:27][C:28](Cl)=[O:29], predict the reaction product. The product is: [Br:17][CH2:18][CH2:19][CH2:20][CH2:21][CH2:22][CH2:23][CH2:24][CH2:25][CH2:26][CH2:27][C:28]([NH:2][C@H:3]1[CH2:10][CH2:9][CH2:8][NH:7][C:5](=[O:6])[CH2:4]1)=[O:29]. (6) Given the reactants [Cl:1][C:2]1[CH:3]=[C:4]([C:8]#[C:9][C:10]2[N:11]=[C:12]([CH3:15])[NH:13][CH:14]=2)[CH:5]=[CH:6][CH:7]=1.Cl[C:17]1[N:22]=[C:21]([C:23]([F:26])([F:25])[F:24])[CH:20]=[CH:19][N:18]=1, predict the reaction product. The product is: [Cl:1][C:2]1[CH:3]=[C:4]([C:8]#[C:9][C:10]2[N:11]=[C:12]([CH3:15])[N:13]([C:17]3[N:22]=[C:21]([C:23]([F:26])([F:25])[F:24])[CH:20]=[CH:19][N:18]=3)[CH:14]=2)[CH:5]=[CH:6][CH:7]=1.